From a dataset of Forward reaction prediction with 1.9M reactions from USPTO patents (1976-2016). Predict the product of the given reaction. (1) Given the reactants [OH:1]/[N:2]=[C:3]1\[CH2:4][CH2:5][C:6]2[C:11]\1=[CH:10][CH:9]=[C:8]([NH:12][C:13]1[C:21]3[C:16](=[CH:17][N:18]=[CH:19][CH:20]=3)[S:15][C:14]=1[C:22]([C:24]1[CH:29]=[CH:28][C:27]([O:30][CH3:31])=[CH:26][CH:25]=1)=[O:23])[CH:7]=2.[BH4-].[Na+], predict the reaction product. The product is: [OH:23][CH:22]([C:24]1[CH:25]=[CH:26][C:27]([O:30][CH3:31])=[CH:28][CH:29]=1)[C:14]1[S:15][C:16]2=[CH:17][N:18]=[CH:19][CH:20]=[C:21]2[C:13]=1[NH:12][C:8]1[CH:7]=[C:6]2[C:11](=[CH:10][CH:9]=1)/[C:3](=[N:2]/[OH:1])/[CH2:4][CH2:5]2. (2) Given the reactants [CH2:1]([O:8][C:9]1[C:18]2[C:13](=[CH:14][CH:15]=[CH:16][CH:17]=2)[C:12]([C:19](=[O:23])[N:20]([CH3:22])[CH3:21])=[N:11][C:10]=1[C:24](O)=[O:25])[C:2]1[CH:7]=[CH:6][CH:5]=[CH:4][CH:3]=1.CCN(CC)CC.Cl.[CH2:35]([O:42][C:43](=[O:46])[CH2:44][NH2:45])[C:36]1[CH:41]=[CH:40][CH:39]=[CH:38][CH:37]=1, predict the reaction product. The product is: [CH2:35]([O:42][C:43](=[O:46])[CH2:44][NH:45][C:24]([C:10]1[N:11]=[C:12]([C:19](=[O:23])[N:20]([CH3:21])[CH3:22])[C:13]2[C:18]([C:9]=1[O:8][CH2:1][C:2]1[CH:7]=[CH:6][CH:5]=[CH:4][CH:3]=1)=[CH:17][CH:16]=[CH:15][CH:14]=2)=[O:25])[C:36]1[CH:41]=[CH:40][CH:39]=[CH:38][CH:37]=1. (3) Given the reactants [CH3:1][S:2]([C:5]1[CH:10]=[CH:9][C:8]([C:11]2[CH:12]=[C:13]3[CH2:27][C:18]4([CH2:26][C:20]5([CH2:25][CH2:24][NH:23][CH2:22][CH2:21]5)[CH2:19]4)[O:17][C:14]3=[CH:15][N:16]=2)=[CH:7][CH:6]=1)(=[O:4])=[O:3].Cl[C:29]1[N:34]=[CH:33][C:32]([CH2:35][CH3:36])=[CH:31][N:30]=1.C(=O)([O-])[O-].[K+].[K+].CN1CCCC1=O, predict the reaction product. The product is: [CH2:35]([C:32]1[CH:31]=[N:30][C:29]([N:23]2[CH2:22][CH2:21][C:20]3([CH2:26][C:18]4([O:17][C:14]5=[CH:15][N:16]=[C:11]([C:8]6[CH:9]=[CH:10][C:5]([S:2]([CH3:1])(=[O:4])=[O:3])=[CH:6][CH:7]=6)[CH:12]=[C:13]5[CH2:27]4)[CH2:19]3)[CH2:25][CH2:24]2)=[N:34][CH:33]=1)[CH3:36].